This data is from Experimentally validated miRNA-target interactions with 360,000+ pairs, plus equal number of negative samples. The task is: Binary Classification. Given a miRNA mature sequence and a target amino acid sequence, predict their likelihood of interaction. The protein sequence of the target gene is MSGDAAAEQAAEYVPEKVKKAEKKLEENPYDLDAWSILIREAQNQPIDKARKTYERLVAQFPSSGRFWKLYIEAEIKAKNYDKVEKLFQRCLMKVLHIDLWKCYLSYVRETKGKLPSYKEKMAQAYDFALDKIGMEIMSYQIWVDYINFLKGVEAVGSYAENQRITAVRRVYQRGCVNPMINIEQLWRDYNKYEEGINIHLAKKMIEDRSRDYMNARRVAKEYETVMKGLDRNAPSVPPQNTPQEAQQVDMWKKYIQWEKSNPLRTEDQTLITKRVMFAYEQCLLVLGHHPDIWYEAAQY.... The miRNA is hsa-miR-548e-5p with sequence CAAAAGCAAUCGCGGUUUUUGC. Result: 0 (no interaction).